Binary Classification. Given a T-cell receptor sequence (or CDR3 region) and an epitope sequence, predict whether binding occurs between them. From a dataset of TCR-epitope binding with 47,182 pairs between 192 epitopes and 23,139 TCRs. (1) The epitope is TSNQVAVLY. The TCR CDR3 sequence is CASSGGSGNIQYF. Result: 0 (the TCR does not bind to the epitope). (2) The epitope is KAYNVTQAF. The TCR CDR3 sequence is CACNAEAFF. Result: 1 (the TCR binds to the epitope). (3) The epitope is IPSINVHHY. The TCR CDR3 sequence is CASSRAAGGSSDTQYF. Result: 0 (the TCR does not bind to the epitope). (4) The epitope is RLRPGGKKR. The TCR CDR3 sequence is CASSLRTGVYNEQFF. Result: 0 (the TCR does not bind to the epitope). (5) The epitope is FVDGVPFVV. The TCR CDR3 sequence is CASSFLTGFNQPQHF. Result: 1 (the TCR binds to the epitope).